Dataset: Full USPTO retrosynthesis dataset with 1.9M reactions from patents (1976-2016). Task: Predict the reactants needed to synthesize the given product. (1) Given the product [Br:21][C:8]1[CH:7]=[C:6]2[C:11](=[CH:10][C:9]=1[CH3:12])[C:2]([CH3:16])([CH3:1])[C:3](=[O:15])[CH2:4][C:5]2([CH3:14])[CH3:13], predict the reactants needed to synthesize it. The reactants are: [CH3:1][C:2]1([CH3:16])[C:11]2[C:6](=[CH:7][CH:8]=[C:9]([CH3:12])[CH:10]=2)[C:5]([CH3:14])([CH3:13])[CH2:4][C:3]1=[O:15].[Al+3].[Cl-].[Cl-].[Cl-].[Br:21]Br. (2) Given the product [Cl:10][C:3]1[C:2]([C:18]2[CH:19]=[CH:20][C:12]3[O:11][CH2:16][CH2:15][O:14][C:13]=3[CH:17]=2)=[CH:7][CH:6]=[CH:5][C:4]=1[CH2:8][OH:9], predict the reactants needed to synthesize it. The reactants are: Br[C:2]1[C:3]([Cl:10])=[C:4]([CH2:8][OH:9])[CH:5]=[CH:6][CH:7]=1.[O:11]1[CH2:16][CH2:15][O:14][C:13]2[CH:17]=[C:18](C3C(C)=C(CO)C=CC=3)[CH:19]=[CH:20][C:12]1=2. (3) Given the product [CH2:52]([NH:59][C:7]([C:5]1[S:6][C:2]([Br:1])=[C:3]([C:18]#[N:19])[C:4]=1[C:10]1[CH:15]=[CH:14][C:13]([Cl:16])=[CH:12][C:11]=1[Cl:17])=[O:9])[C:53]1[CH:58]=[CH:57][CH:56]=[CH:55][CH:54]=1, predict the reactants needed to synthesize it. The reactants are: [Br:1][C:2]1[S:6][C:5]([C:7]([OH:9])=O)=[C:4]([C:10]2[CH:15]=[CH:14][C:13]([Cl:16])=[CH:12][C:11]=2[Cl:17])[C:3]=1[C:18]#[N:19].O.ON1C2C=CC=CC=2N=N1.Cl.CN(C)CCCN=C=NCC.C(N(CC)C(C)C)(C)C.[CH2:52]([NH2:59])[C:53]1[CH:58]=[CH:57][CH:56]=[CH:55][CH:54]=1. (4) Given the product [F:21][C:22]1[CH:29]=[CH:28][C:25]([CH2:26][NH:2][C@@H:3]2[C@@H:9]3[CH2:10][CH2:11][C@@H:5]([C@@H:6]4[C@H:8]3[CH2:7]4)[C@@H:4]2[C:12]([O:14][CH3:15])=[O:13])=[CH:24][CH:23]=1, predict the reactants needed to synthesize it. The reactants are: Cl.[NH2:2][C@@H:3]1[C@@H:9]2[CH2:10][CH2:11][C@@H:5]([C@@H:6]3[C@H:8]2[CH2:7]3)[C@@H:4]1[C:12]([O:14][CH3:15])=[O:13].C([O-])(=O)C.[Na+].[F:21][C:22]1[CH:29]=[CH:28][C:25]([CH:26]=O)=[CH:24][CH:23]=1.C([BH3-])#N.[Na+].C(=O)(O)[O-].[Na+]. (5) Given the product [NH2:27][C:25]1[CH:24]=[CH:23][C:22]([S:30]([NH:33][C:34]2[CH:39]=[CH:38][C:37]([CH3:2])=[CH:36][CH:35]=2)(=[O:31])=[O:32])=[C:21]([O:20][CH3:19])[CH:26]=1, predict the reactants needed to synthesize it. The reactants are: N[C:2]1C=CC(S(NC2C=CC=CC=2C)(=O)=O)=CC=1.[CH3:19][O:20][C:21]1[CH:26]=[C:25]([N+:27]([O-])=O)[CH:24]=[CH:23][C:22]=1[S:30]([NH:33][C:34]1[CH:35]=[C:36](C)[CH:37]=[CH:38][CH:39]=1)(=[O:32])=[O:31]. (6) Given the product [Cl:10][C:7]1[CH:8]=[CH:9][C:4]([CH2:3][C:2]2[S:34][C:33]([NH:32][C:22]3[CH:23]=[CH:24][C:25]([N:26]4[CH:30]=[C:29]([CH3:31])[N:28]=[CH:27]4)=[C:20]([O:19][CH3:18])[CH:21]=3)=[N:35][C:15]=2[CH3:16])=[CH:5][C:6]=1[C:11]([F:14])([F:13])[F:12], predict the reactants needed to synthesize it. The reactants are: Cl[CH:2]([C:15](=O)[CH3:16])[CH2:3][C:4]1[CH:9]=[CH:8][C:7]([Cl:10])=[C:6]([C:11]([F:14])([F:13])[F:12])[CH:5]=1.[CH3:18][O:19][C:20]1[CH:21]=[C:22]([NH:32][C:33]([NH2:35])=[S:34])[CH:23]=[CH:24][C:25]=1[N:26]1[CH:30]=[C:29]([CH3:31])[N:28]=[CH:27]1. (7) Given the product [Br:27][C:2]1[CH:7]=[C:6]([CH2:8][CH2:9][CH2:10][CH2:11][CH2:12][CH2:13][CH2:14][CH2:15][CH2:16][CH2:17][CH2:18][CH2:19][CH2:20][CH2:21][CH2:22][CH2:23][CH2:24][CH2:25][CH3:26])[CH:5]=[CH:4][N:3]=1, predict the reactants needed to synthesize it. The reactants are: N[C:2]1[CH:7]=[C:6]([CH2:8][CH2:9][CH2:10][CH2:11][CH2:12][CH2:13][CH2:14][CH2:15][CH2:16][CH2:17][CH2:18][CH2:19][CH2:20][CH2:21][CH2:22][CH2:23][CH2:24][CH2:25][CH3:26])[CH:5]=[CH:4][N:3]=1.[BrH:27].BrBr.N([O-])=O.[Na+].[OH-].[Na+].